From a dataset of Retrosynthesis with 50K atom-mapped reactions and 10 reaction types from USPTO. Predict the reactants needed to synthesize the given product. (1) Given the product Nc1cccc(Nc2nccc(-c3cccnc3)n2)c1, predict the reactants needed to synthesize it. The reactants are: O=[N+]([O-])c1cccc(Nc2nccc(-c3cccnc3)n2)c1. (2) Given the product O=C(O)Cc1ccccc1-c1ccc(Cl)c(C(=O)NCC23CC4CC(CC(C4)C2)C3)c1, predict the reactants needed to synthesize it. The reactants are: COC(=O)Cc1ccccc1-c1ccc(Cl)c(C(=O)NCC23CC4CC(CC(C4)C2)C3)c1. (3) The reactants are: CC1OC(=O)c2ccc(C=O)cc21.CCOC(C)=O. Given the product CC1OC(=O)c2ccc(C3OCCO3)cc21, predict the reactants needed to synthesize it. (4) Given the product CNc1cc(-c2ccccc2)nc(Nc2ccc(C3(C(=O)O)CCC3)cc2)n1, predict the reactants needed to synthesize it. The reactants are: CNc1cc(-c2ccccc2)nc(Nc2ccc(C3(C(=O)OC)CCC3)cc2)n1.